This data is from Reaction yield outcomes from USPTO patents with 853,638 reactions. The task is: Predict the reaction yield, written as a fraction of the theoretical maximum amount of product (1.0 means a 100% yield; for example, 0.34 means a 34% yield). (1) The reactants are [C:1]([O:5][C:6]([NH:8][C@H:9]1[CH2:14][C@@H:13]([CH3:15])[CH2:12][N:11](CC2C=CC=CC=2)[CH2:10]1)=[O:7])([CH3:4])([CH3:3])[CH3:2]. The catalyst is CO. The product is [C:1]([O:5][C:6]([NH:8][C@H:9]1[CH2:14][C@@H:13]([CH3:15])[CH2:12][NH:11][CH2:10]1)=[O:7])([CH3:4])([CH3:2])[CH3:3]. The yield is 0.858. (2) The reactants are [NH2:1][C@H:2]1[CH2:7][CH2:6][C@H:5]([N:8]([CH2:21][CH3:22])[C:9]2[C:10]([CH3:20])=[C:11]([CH:16]=[C:17]([Cl:19])[CH:18]=2)[C:12]([O:14][CH3:15])=[O:13])[CH2:4][CH2:3]1.[N:23]1[CH:28]=[CH:27][CH:26]=[C:25]([C:29](=O)[CH3:30])[CH:24]=1.C([BH3-])#N.[Na+]. The catalyst is ClC(Cl)C.CC(C)[O-].[Ti+4].CC(C)[O-].CC(C)[O-].CC(C)[O-]. The yield is 0.750. The product is [Cl:19][C:17]1[CH:18]=[C:9]([N:8]([CH2:21][CH3:22])[C@H:5]2[CH2:6][CH2:7][C@H:2]([NH:1][CH:29]([C:25]3[CH:24]=[N:23][CH:28]=[CH:27][CH:26]=3)[CH3:30])[CH2:3][CH2:4]2)[C:10]([CH3:20])=[C:11]([CH:16]=1)[C:12]([O:14][CH3:15])=[O:13]. (3) The reactants are [C:1]1([C:6]2[CH:7]=[C:8]3[C:12](=[CH:13][CH:14]=2)[CH2:11][C:10]([CH2:15][O:16][C:17]2[C:18]([F:27])=[C:19]([C:23]([F:26])=[CH:24][CH:25]=2)[C:20]([NH2:22])=[O:21])=[CH:9]3)[CH2:5][CH2:4][CH2:3][CH:2]=1. The catalyst is CO.[Pd]. The product is [CH:1]1([C:6]2[CH:7]=[C:8]3[C:12](=[CH:13][CH:14]=2)[CH2:11][C:10]([CH2:15][O:16][C:17]2[C:18]([F:27])=[C:19]([C:23]([F:26])=[CH:24][CH:25]=2)[C:20]([NH2:22])=[O:21])=[CH:9]3)[CH2:5][CH2:4][CH2:3][CH2:2]1. The yield is 0.100.